From a dataset of Full USPTO retrosynthesis dataset with 1.9M reactions from patents (1976-2016). Predict the reactants needed to synthesize the given product. (1) Given the product [CH2:10]([O:12][C:13]1[CH:19]=[CH:18][C:16]([NH:17][C:7]([C:2]2[CH:3]=[CH:4][CH:5]=[CH:6][N:1]=2)=[O:9])=[C:15]([N+:20]([O-:22])=[O:21])[CH:14]=1)[CH3:11], predict the reactants needed to synthesize it. The reactants are: [N:1]1[CH:6]=[CH:5][CH:4]=[CH:3][C:2]=1[C:7]([OH:9])=O.[CH2:10]([O:12][C:13]1[CH:19]=[CH:18][C:16]([NH2:17])=[C:15]([N+:20]([O-:22])=[O:21])[CH:14]=1)[CH3:11]. (2) Given the product [CH2:1]([O:8][C:9]1[CH:14]=[CH:13][C:12]([C:15]2[C:23]3[C:22]([NH2:36])=[N:21][CH:20]=[N:19][C:18]=3[N:17]([CH:25]3[CH2:34][CH2:33][C:28]4([O:32][CH2:31][CH2:30][O:29]4)[CH2:27][CH2:26]3)[CH:16]=2)=[CH:11][CH:10]=1)[C:2]1[CH:7]=[CH:6][CH:5]=[CH:4][CH:3]=1, predict the reactants needed to synthesize it. The reactants are: [CH2:1]([O:8][C:9]1[CH:14]=[CH:13][C:12]([C:15]2[C:23]3[C:22](Cl)=[N:21][CH:20]=[N:19][C:18]=3[N:17]([CH:25]3[CH2:34][CH2:33][C:28]4([O:32][CH2:31][CH2:30][O:29]4)[CH2:27][CH2:26]3)[CH:16]=2)=[CH:11][CH:10]=1)[C:2]1[CH:7]=[CH:6][CH:5]=[CH:4][CH:3]=1.[OH-].[NH4+:36].C(OCC)(=O)C.[Cl-].[Na+]. (3) Given the product [CH2:1]([C@@H:8]([C:9]([N:32]([C:29]1[S:30][CH:31]=[C:27]([C:25]2[CH:26]=[C:21]([Cl:20])[CH:22]=[CH:23][C:24]=2[C:34]2[CH:35]=[N:36][C:37]([O:41][CH3:42])=[C:38]([Cl:40])[CH:39]=2)[N:28]=1)[CH3:33])=[O:11])[CH2:12][C:13]([OH:15])=[O:14])[C:2]1[CH:3]=[CH:4][CH:5]=[CH:6][CH:7]=1.[Br:53][C:54]1[CH:59]=[CH:58][C:57]([Cl:60])=[CH:56][C:55]=1[C:61]1[N:62]=[C:63]([NH:66][CH3:67])[S:64][CH:65]=1, predict the reactants needed to synthesize it. The reactants are: [CH2:1]([C@H:8]([CH2:12][C:13]([O:15]C(C)(C)C)=[O:14])[C:9]([OH:11])=O)[C:2]1[CH:7]=[CH:6][CH:5]=[CH:4][CH:3]=1.[Cl:20][C:21]1[CH:22]=[CH:23][C:24]([C:34]2[CH:35]=[N:36][C:37]([O:41][CH3:42])=[C:38]([Cl:40])[CH:39]=2)=[C:25]([C:27]2[N:28]=[C:29]([NH:32][CH3:33])[S:30][CH:31]=2)[CH:26]=1.BrC1C=C(Cl)C(OC)=NC=1.[Br:53][C:54]1[CH:59]=[CH:58][C:57]([Cl:60])=[CH:56][C:55]=1[C:61]1[N:62]=[C:63]([NH:66][CH3:67])[S:64][CH:65]=1.